From a dataset of CYP2C9 inhibition data for predicting drug metabolism from PubChem BioAssay. Regression/Classification. Given a drug SMILES string, predict its absorption, distribution, metabolism, or excretion properties. Task type varies by dataset: regression for continuous measurements (e.g., permeability, clearance, half-life) or binary classification for categorical outcomes (e.g., BBB penetration, CYP inhibition). Dataset: cyp2c9_veith. (1) The drug is O=C(CSc1nnc(CNc2ccc(F)cc2)o1)N1c2ccccc2Sc2ccccc21. The result is 1 (inhibitor). (2) The compound is Cc1cccc(N(CC(=O)NCCSCc2ccco2)S(=O)(=O)c2ccccc2)c1. The result is 1 (inhibitor). (3) The molecule is CC(C)Oc1ccc2ccccc2c1C=O. The result is 1 (inhibitor). (4) The result is 1 (inhibitor). The drug is COc1ccc(OC)c(C(=O)CSc2nnc(Cc3cccs3)n2CCc2ccccc2)c1. (5) The result is 0 (non-inhibitor). The drug is COCC(=O)N1CCC2(CC1)CCN(c1ccc(-c3ccccc3)cc1)CC2. (6) The molecule is O=C1O[C@H](CN2CCOCC2)CN1/N=C\c1ccc([N+](=O)[O-])o1. The result is 0 (non-inhibitor). (7) The result is 0 (non-inhibitor). The molecule is O=C(CC(=O)NN=C1CCCC1)NCCc1ccccc1.